This data is from NCI-60 drug combinations with 297,098 pairs across 59 cell lines. The task is: Regression. Given two drug SMILES strings and cell line genomic features, predict the synergy score measuring deviation from expected non-interaction effect. (1) Drug 1: C1CN1P(=S)(N2CC2)N3CC3. Drug 2: CC1=C(C(=CC=C1)Cl)NC(=O)C2=CN=C(S2)NC3=CC(=NC(=N3)C)N4CCN(CC4)CCO. Cell line: HCT-15. Synergy scores: CSS=13.2, Synergy_ZIP=-2.74, Synergy_Bliss=1.94, Synergy_Loewe=-2.87, Synergy_HSA=-2.69. (2) Drug 1: C1CCC(CC1)NC(=O)N(CCCl)N=O. Drug 2: COC1=NC(=NC2=C1N=CN2C3C(C(C(O3)CO)O)O)N. Cell line: A498. Synergy scores: CSS=2.53, Synergy_ZIP=6.17, Synergy_Bliss=13.1, Synergy_Loewe=0.457, Synergy_HSA=5.06. (3) Drug 2: C(CN)CNCCSP(=O)(O)O. Drug 1: CCC1=C2CN3C(=CC4=C(C3=O)COC(=O)C4(CC)O)C2=NC5=C1C=C(C=C5)O. Cell line: MDA-MB-231. Synergy scores: CSS=20.4, Synergy_ZIP=1.34, Synergy_Bliss=2.16, Synergy_Loewe=-85.6, Synergy_HSA=2.94. (4) Drug 1: CCCCC(=O)OCC(=O)C1(CC(C2=C(C1)C(=C3C(=C2O)C(=O)C4=C(C3=O)C=CC=C4OC)O)OC5CC(C(C(O5)C)O)NC(=O)C(F)(F)F)O. Drug 2: CC1=C(C(=O)C2=C(C1=O)N3CC4C(C3(C2COC(=O)N)OC)N4)N. Cell line: SK-MEL-5. Synergy scores: CSS=46.1, Synergy_ZIP=2.06, Synergy_Bliss=1.18, Synergy_Loewe=-12.4, Synergy_HSA=3.47. (5) Synergy scores: CSS=-4.00, Synergy_ZIP=0.807, Synergy_Bliss=-1.75, Synergy_Loewe=-7.65, Synergy_HSA=-7.55. Drug 1: CCC1(CC2CC(C3=C(CCN(C2)C1)C4=CC=CC=C4N3)(C5=C(C=C6C(=C5)C78CCN9C7C(C=CC9)(C(C(C8N6C)(C(=O)OC)O)OC(=O)C)CC)OC)C(=O)OC)O.OS(=O)(=O)O. Drug 2: CC1=C(C=C(C=C1)C(=O)NC2=CC(=CC(=C2)C(F)(F)F)N3C=C(N=C3)C)NC4=NC=CC(=N4)C5=CN=CC=C5. Cell line: HCC-2998.